Dataset: CYP3A4 inhibition data for predicting drug metabolism from PubChem BioAssay. Task: Regression/Classification. Given a drug SMILES string, predict its absorption, distribution, metabolism, or excretion properties. Task type varies by dataset: regression for continuous measurements (e.g., permeability, clearance, half-life) or binary classification for categorical outcomes (e.g., BBB penetration, CYP inhibition). Dataset: cyp3a4_veith. (1) The drug is O=S(=O)(c1ccc(Cl)s1)N1CCc2ccccc2C1. The result is 0 (non-inhibitor). (2) The drug is FC(F)(F)c1nnc(-c2ccccc2)nc1Sc1ccccc1. The result is 0 (non-inhibitor). (3) The compound is COc1cccc(NC(=O)c2cc(-c3cccnc3)nc3c(Cl)cccc23)c1. The result is 1 (inhibitor). (4) The result is 1 (inhibitor). The compound is CC(C)c1ccc(C(=O)CC2(O)C(=O)N(CN3CCOCC3)c3ccccc32)cc1. (5) The compound is C[C@@H](C(=O)Nc1ccc2ccccc2c1)[C@@H]1C[C@@]1(C)[C@@H](N)c1ccccc1. The result is 1 (inhibitor). (6) The compound is CC1(C)Cc2ccccc2C(N/N=C/c2cccc(F)c2)=N1.Cl. The result is 0 (non-inhibitor). (7) The drug is CC(C)[C@H](CO)Nc1nc(Nc2cccc(Cl)c2)c2ncn(C(C)C)c2n1. The result is 1 (inhibitor). (8) The compound is CCn1ccc(C(=O)NC2=C(C#N)CCC2)n1. The result is 0 (non-inhibitor). (9) The compound is COc1ccc(NC(=O)N2CCC3(CC2)CCN(C(=O)c2ccco2)CC3)cc1. The result is 0 (non-inhibitor).